From a dataset of Forward reaction prediction with 1.9M reactions from USPTO patents (1976-2016). Predict the product of the given reaction. (1) Given the reactants Br[C:2]1[CH:7]=[CH:6][C:5]2[C:8]3[CH2:13][CH2:12][N:11]([CH2:14][CH2:15][F:16])[CH2:10][C:9]=3[S:17][C:4]=2[CH:3]=1.[F:18][C:19]1[CH:20]=[CH:21][C:22]([CH2:25][O:26][C:27]2[CH:32]=[CH:31][NH:30][C:29](=[O:33])[CH:28]=2)=[N:23][CH:24]=1.[ClH:34], predict the reaction product. The product is: [ClH:34].[F:16][CH2:15][CH2:14][N:11]1[CH2:12][CH2:13][C:8]2[C:5]3[CH:6]=[CH:7][C:2]([N:30]4[CH:31]=[CH:32][C:27]([O:26][CH2:25][C:22]5[CH:21]=[CH:20][C:19]([F:18])=[CH:24][N:23]=5)=[CH:28][C:29]4=[O:33])=[CH:3][C:4]=3[S:17][C:9]=2[CH2:10]1. (2) Given the reactants [H-].[Na+].[CH3:3][O:4][C:5]1[C:10]2[CH:11]=[C:12]([CH3:14])[NH:13][C:9]=2[CH:8]=[CH:7][N:6]=1.[C:15]1([C:21]2[CH:28]=[CH:27][CH:26]=[CH:25][C:22]=2[CH2:23]Br)[CH:20]=[CH:19][CH:18]=[CH:17][CH:16]=1, predict the reaction product. The product is: [C:21]1([C:15]2[CH:16]=[CH:17][CH:18]=[CH:19][CH:20]=2)[CH:28]=[CH:27][CH:26]=[CH:25][C:22]=1[CH2:23][N:13]1[C:9]2[CH:8]=[CH:7][N:6]=[C:5]([O:4][CH3:3])[C:10]=2[CH:11]=[C:12]1[CH3:14]. (3) The product is: [CH2:27]([N:14]1[CH2:13][CH2:12][CH:11]([C:7]2[C:6]([F:17])=[C:5]([CH:3]([OH:4])[C:2]([F:1])([F:18])[F:19])[CH:10]=[CH:9][CH:8]=2)[CH2:16][CH2:15]1)[CH3:28]. Given the reactants [F:1][C:2]([F:19])([F:18])[CH:3]([C:5]1[CH:10]=[CH:9][CH:8]=[C:7]([CH:11]2[CH2:16][CH2:15][NH:14][CH2:13][CH2:12]2)[C:6]=1[F:17])[OH:4].C(=O)([O-])[O-].[K+].[K+].I[CH2:27][CH3:28], predict the reaction product. (4) The product is: [N+:11]([C:7]1[CH:6]=[C:5]([CH:10]=[CH:9][CH:8]=1)[CH2:4][C:3]1[C:14]([C:15]#[N:16])=[C:17]([NH2:18])[N:24]([C:20]([CH3:23])([CH3:22])[CH3:21])[N:25]=1)([O-:13])=[O:12]. Given the reactants CO[C:3](=[C:14]([C:17]#[N:18])[C:15]#[N:16])[CH2:4][C:5]1[CH:10]=[CH:9][CH:8]=[C:7]([N+:11]([O-:13])=[O:12])[CH:6]=1.Cl.[C:20]([NH:24][NH2:25])([CH3:23])([CH3:22])[CH3:21].C(N(CC)CC)C, predict the reaction product. (5) Given the reactants [OH2:1].[OH2:2].[C:3]1([CH3:13])[CH:8]=[CH:7][C:6](S(O)(=O)=O)=CC=1.[CH2:14]([OH:16])[CH3:15], predict the reaction product. The product is: [O:1]=[C:3]([CH2:8][CH2:7][CH3:6])[C:13]([O:16][CH2:14][CH3:15])=[O:2].